This data is from Full USPTO retrosynthesis dataset with 1.9M reactions from patents (1976-2016). The task is: Predict the reactants needed to synthesize the given product. (1) Given the product [C:1]([NH:7][NH:8][C:10]([NH:11][C@H:12]([C:16]([O:18][CH3:19])=[O:17])[CH:13]([CH3:14])[CH3:15])=[O:9])(=[O:6])[CH2:2][CH2:3][CH:4]=[CH2:5], predict the reactants needed to synthesize it. The reactants are: [C:1]([NH:7][NH2:8])(=[O:6])[CH2:2][CH2:3][CH:4]=[CH2:5].[O:9]=[C:10]=[N:11][C@H:12]([C:16]([O:18][CH3:19])=[O:17])[CH:13]([CH3:15])[CH3:14]. (2) Given the product [C:1]([O:5][C:6]([N:8]1[C@@H:12]([CH2:13][CH:14]([O:18][CH2:25][CH:24]=[CH2:23])[CH2:15][CH:16]=[CH2:17])[CH2:11][O:10][C:9]1([CH3:20])[CH3:19])=[O:7])([CH3:4])([CH3:3])[CH3:2], predict the reactants needed to synthesize it. The reactants are: [C:1]([O:5][C:6]([N:8]1[C@@H:12]([CH2:13][CH:14]([OH:18])[CH2:15][CH:16]=[CH2:17])[CH2:11][O:10][C:9]1([CH3:20])[CH3:19])=[O:7])([CH3:4])([CH3:3])[CH3:2].[H-].[Na+].[CH2:23](Br)[CH:24]=[CH2:25].